This data is from Microsomal clearance measurements from AstraZeneca. The task is: Regression/Classification. Given a drug SMILES string, predict its absorption, distribution, metabolism, or excretion properties. Task type varies by dataset: regression for continuous measurements (e.g., permeability, clearance, half-life) or binary classification for categorical outcomes (e.g., BBB penetration, CYP inhibition). For this dataset (clearance_microsome_az), we predict log10(clearance) (log10 of the in vitro intrinsic clearance, CLint, in uL/min per mg of human liver microsomal protein, equivalently mL/min/g; values are censored to the assay range of 3 to 150, which is 0.477 to 2.18 on this log10 scale). (1) The drug is O=C(O)c1cccc(-c2ccc3c(C(=O)NCC45CC6CC(CC(C6)C4)C5)c(Cl)ccc3n2)c1. The log10(clearance) is 1.52. (2) The drug is N#Cc1ccc(OC2CCN(C[C@H](O)CNC(=O)c3c[nH]c(=O)c4ccccc34)CC2)cc1Cl. The log10(clearance) is 1.33.